Dataset: Reaction yield outcomes from USPTO patents with 853,638 reactions. Task: Predict the reaction yield, written as a fraction of the theoretical maximum amount of product (1.0 means a 100% yield; for example, 0.34 means a 34% yield). (1) The reactants are C(N(CC)C(C)C)(C)C.Cl[CH2:11][O:12][CH3:13].[Si:14]([O:21][CH2:22][CH:23]([OH:38])[CH2:24][N:25]1[C:30](=[O:31])[CH:29]=[N:28][C:27]2[CH:32]=[CH:33][C:34]([O:36][CH3:37])=[N:35][C:26]1=2)([C:17]([CH3:20])([CH3:19])[CH3:18])([CH3:16])[CH3:15]. The catalyst is ClCCl. The product is [Si:14]([O:21][CH2:22][CH:23]([O:38][CH2:11][O:12][CH3:13])[CH2:24][N:25]1[C:30](=[O:31])[CH:29]=[N:28][C:27]2[CH:32]=[CH:33][C:34]([O:36][CH3:37])=[N:35][C:26]1=2)([C:17]([CH3:20])([CH3:19])[CH3:18])([CH3:15])[CH3:16]. The yield is 0.670. (2) The reactants are [CH2:1]([N:3]1[CH:11]=[C:10]2[C:5]([CH:6]=[C:7]([C:23]([O:25]CC)=[O:24])[CH:8]=[C:9]2[O:12][C:13]2[CH:18]=[CH:17][C:16]([S:19]([CH3:22])(=[O:21])=[O:20])=[CH:15][CH:14]=2)=[N:4]1)[CH3:2].[Li+].[OH-].Cl. The catalyst is O1CCOCC1. The product is [CH2:1]([N:3]1[CH:11]=[C:10]2[C:5]([CH:6]=[C:7]([C:23]([OH:25])=[O:24])[CH:8]=[C:9]2[O:12][C:13]2[CH:14]=[CH:15][C:16]([S:19]([CH3:22])(=[O:20])=[O:21])=[CH:17][CH:18]=2)=[N:4]1)[CH3:2]. The yield is 0.100. (3) The reactants are [F:1][C:2]1[C:3](Cl)=[N:4][C:5]([Cl:8])=[N:6][CH:7]=1.[CH2:10]([O:12]C([Sn](C)(C)C)=C)[CH3:11].Cl. The catalyst is CN(C)C=O.O.[Cl-].[Na+].O.Cl[Pd](Cl)([P](C1C=CC=CC=1)(C1C=CC=CC=1)C1C=CC=CC=1)[P](C1C=CC=CC=1)(C1C=CC=CC=1)C1C=CC=CC=1. The product is [Cl:8][C:5]1[N:4]=[C:3]([C:10](=[O:12])[CH3:11])[C:2]([F:1])=[CH:7][N:6]=1. The yield is 0.920. (4) The reactants are [CH2:1]([C:4]1[C:13]2[C:8](=[CH:9][C:10](O)=[CH:11][C:12]=2O)[O:7][C:6](=[O:16])[CH:5]=1)[CH2:2][CH3:3].[CH3:17][C:18]1[CH:23]=[CH:22][C:21]([S:24](Cl)(=[O:26])=[O:25])=[CH:20][CH:19]=1.Cl. The catalyst is N1C=CC=CC=1. The product is [CH2:1]([C:4]1[C:13]2[C:8](=[CH:9][C:10]([S:24]([C:21]3[CH:22]=[CH:23][C:18]([CH3:17])=[CH:19][CH:20]=3)(=[O:26])=[O:25])=[CH:11][C:12]=2[S:24]([C:21]2[CH:22]=[CH:23][C:18]([CH3:17])=[CH:19][CH:20]=2)(=[O:26])=[O:25])[O:7][C:6](=[O:16])[CH:5]=1)[CH2:2][CH3:3]. The yield is 0.930. (5) The reactants are [CH3:1][CH2:2][OH:3].[H-].[Na+].F[C:7]1[CH:12]=[C:11]([Br:13])[CH:10]=[CH:9][C:8]=1[N+:14]([O-:16])=[O:15]. The catalyst is C1COCC1. The product is [Br:13][C:11]1[CH:10]=[CH:9][C:8]([N+:14]([O-:16])=[O:15])=[C:7]([O:3][CH2:2][CH3:1])[CH:12]=1. The yield is 0.970. (6) The reactants are [CH3:1][C:2]1([CH3:9])[O:6][CH:5]([CH2:7][OH:8])[CH2:4][O:3]1.[H-].[Na+].Cl[C:13]1[N:18]=[C:17]([NH2:19])[CH:16]=[CH:15][N:14]=1. The catalyst is C1COCC1. The product is [CH3:1][C:2]1([CH3:9])[O:6][CH:5]([CH2:7][O:8][C:13]2[N:18]=[C:17]([NH2:19])[CH:16]=[CH:15][N:14]=2)[CH2:4][O:3]1. The yield is 0.700. (7) The reactants are [CH2:1]1[C:10]2[C:5](=[CH:6][CH:7]=[CH:8][CH:9]=2)[CH2:4][CH2:3][N:2]1[CH2:11][CH2:12][CH2:13][CH2:14][O:15][C:16]1[N:21]=[C:20]([NH:22]CC2C=CC(OC)=CC=2)[CH:19]=[CH:18][CH:17]=1. The catalyst is FC(F)(F)C(O)=O. The product is [CH2:1]1[C:10]2[C:5](=[CH:6][CH:7]=[CH:8][CH:9]=2)[CH2:4][CH2:3][N:2]1[CH2:11][CH2:12][CH2:13][CH2:14][O:15][C:16]1[N:21]=[C:20]([NH2:22])[CH:19]=[CH:18][CH:17]=1. The yield is 0.995. (8) The reactants are C[O:2][C:3]1[CH:8]=[CH:7][C:6]([C:9]2[CH:14]=[CH:13][C:12]([C:15]#[N:16])=[C:11]([CH3:17])[CH:10]=2)=[CH:5][CH:4]=1.B(Br)(Br)Br.O. The catalyst is C(Cl)Cl. The product is [OH:2][C:3]1[CH:4]=[CH:5][C:6]([C:9]2[CH:14]=[CH:13][C:12]([C:15]#[N:16])=[C:11]([CH3:17])[CH:10]=2)=[CH:7][CH:8]=1. The yield is 0.940. (9) The reactants are O.[OH-].[Li+].C([O:6][C:7](=[O:27])[CH:8]([O:24][CH2:25][CH3:26])[CH2:9][C:10]1[CH:15]=[CH:14][C:13]([O:16][CH2:17][C:18]2[CH:23]=[CH:22][CH:21]=[CH:20][CH:19]=2)=[CH:12][CH:11]=1)C. The catalyst is O.O1CCOCC1. The product is [CH2:17]([O:16][C:13]1[CH:12]=[CH:11][C:10]([CH2:9][CH:8]([O:24][CH2:25][CH3:26])[C:7]([OH:27])=[O:6])=[CH:15][CH:14]=1)[C:18]1[CH:23]=[CH:22][CH:21]=[CH:20][CH:19]=1. The yield is 0.992. (10) The yield is 0.560. The catalyst is C(Cl)Cl. The product is [NH:22]1[CH2:23][CH2:24][CH:19]([C:15]2[CH:14]=[C:13]([CH:18]=[CH:17][CH:16]=2)[CH2:12][NH:11][C:9](=[O:10])[O:8][CH2:1][C:2]2[CH:7]=[CH:6][CH:5]=[CH:4][CH:3]=2)[CH2:20][CH2:21]1. The reactants are [CH2:1]([O:8][C:9]([NH:11][CH2:12][C:13]1[CH:14]=[C:15]([CH:19]2[CH2:24][CH2:23][N:22](C(OC(C)(C)C)=O)[CH2:21][CH2:20]2)[CH:16]=[CH:17][CH:18]=1)=[O:10])[C:2]1[CH:7]=[CH:6][CH:5]=[CH:4][CH:3]=1.C(O)(C(F)(F)F)=O.